Dataset: Full USPTO retrosynthesis dataset with 1.9M reactions from patents (1976-2016). Task: Predict the reactants needed to synthesize the given product. (1) The reactants are: [CH:1]1([CH2:6][OH:7])[CH2:5][CH:4]=[CH:3][CH2:2]1.N1C=CC=CC=1.[C:14](Cl)(=[O:21])[C:15]1[CH:20]=[CH:19][CH:18]=[CH:17][CH:16]=1. Given the product [CH:1]1([CH2:6][O:7][C:14](=[O:21])[C:15]2[CH:20]=[CH:19][CH:18]=[CH:17][CH:16]=2)[CH2:5][CH:4]=[CH:3][CH2:2]1, predict the reactants needed to synthesize it. (2) Given the product [C:1]([O:5][C:6](=[O:22])[NH:7][C:8]1[CH:13]=[C:12]([N:14]([CH3:16])[CH3:15])[C:11]([C:17]([F:20])([F:19])[F:18])=[CH:10][C:9]=1[NH:21][C:26](=[O:25])[CH2:27][C:28](=[O:40])[C:29]1[CH:34]=[CH:33][CH:32]=[C:31]([N:35]2[CH:36]=[N:37][N:38]=[CH:39]2)[CH:30]=1)([CH3:4])([CH3:2])[CH3:3], predict the reactants needed to synthesize it. The reactants are: [C:1]([O:5][C:6](=[O:22])[NH:7][C:8]1[CH:13]=[C:12]([N:14]([CH3:16])[CH3:15])[C:11]([C:17]([F:20])([F:19])[F:18])=[CH:10][C:9]=1[NH2:21])([CH3:4])([CH3:3])[CH3:2].C([O:25][C:26](=O)[CH2:27][C:28](=[O:40])[C:29]1[CH:34]=[CH:33][CH:32]=[C:31]([N:35]2[CH:39]=[N:38][N:37]=[CH:36]2)[CH:30]=1)C. (3) Given the product [NH2:22][C:23]1[N:27]([C:28]2[CH:29]=[CH:30][C:31]([Cl:34])=[CH:32][CH:33]=2)[N:26]=[CH:25][C:24]=1[C:35]([NH:1][CH2:2][C@@:3]([OH:21])([C:4]([F:7])([F:6])[F:5])[CH2:8][C:9]([C:12]1[CH:17]=[C:16]([F:18])[CH:15]=[CH:14][C:13]=1[O:19][CH3:20])([CH3:11])[CH3:10])=[O:36], predict the reactants needed to synthesize it. The reactants are: [NH2:1][CH2:2][C@:3]([OH:21])([CH2:8][C:9]([C:12]1[CH:17]=[C:16]([F:18])[CH:15]=[CH:14][C:13]=1[O:19][CH3:20])([CH3:11])[CH3:10])[C:4]([F:7])([F:6])[F:5].[NH2:22][C:23]1[N:27]([C:28]2[CH:33]=[CH:32][C:31]([Cl:34])=[CH:30][CH:29]=2)[N:26]=[CH:25][C:24]=1[C:35](O)=[O:36]. (4) Given the product [NH2:19][C:20]1[N:25]=[C:24]([C:26]([O:28][CH3:29])=[O:27])[CH:23]=[C:22]([NH:1][C:2]2[CH:17]=[CH:16][C:5]([O:6][C:7]3[CH:8]=[C:9]4[C:13](=[CH:14][CH:15]=3)[NH:12][N:11]=[CH:10]4)=[C:4]([F:18])[CH:3]=2)[N:21]=1, predict the reactants needed to synthesize it. The reactants are: [NH2:1][C:2]1[CH:17]=[CH:16][C:5]([O:6][C:7]2[CH:8]=[C:9]3[C:13](=[CH:14][CH:15]=2)[NH:12][N:11]=[CH:10]3)=[C:4]([F:18])[CH:3]=1.[NH2:19][C:20]1[N:25]=[C:24]([C:26]([O:28][CH3:29])=[O:27])[CH:23]=[C:22](Cl)[N:21]=1. (5) Given the product [NH:1]([C:8]1[CH:9]=[C:10]([CH:11]=[CH:12][CH:13]=1)[O:14][CH2:12][CH2:13][CH2:8][CH:9]([CH3:10])[O:15][C:16]1[CH:25]=[CH:24][CH:23]=[C:18]2[C:17]=1[N:26]=[C:2]([NH2:1])[CH:3]=[CH:19]2)[C:2]1[CH:3]=[CH:4][CH:5]=[CH:6][CH:7]=1, predict the reactants needed to synthesize it. The reactants are: [NH:1]([C:8]1[CH:9]=[C:10]([OH:14])[CH:11]=[CH:12][CH:13]=1)[C:2]1[CH:7]=[CH:6][CH:5]=[CH:4][CH:3]=1.[OH:15][C:16]1[CH:17]=[C:18]([CH:23]=[CH:24][CH:25]=1)[C:19](OC)=O.[NH3:26]. (6) The reactants are: [Br:1][C:2]1[CH:3]=[CH:4][C:5]([CH3:11])=[C:6]([CH:10]=1)[C:7]([OH:9])=[O:8].S(Cl)(Cl)=O.[CH3:16]O. Given the product [CH3:16][O:8][C:7](=[O:9])[C:6]1[CH:10]=[C:2]([Br:1])[CH:3]=[CH:4][C:5]=1[CH3:11], predict the reactants needed to synthesize it.